This data is from NCI-60 drug combinations with 297,098 pairs across 59 cell lines. The task is: Regression. Given two drug SMILES strings and cell line genomic features, predict the synergy score measuring deviation from expected non-interaction effect. (1) Drug 1: CNC(=O)C1=CC=CC=C1SC2=CC3=C(C=C2)C(=NN3)C=CC4=CC=CC=N4. Drug 2: COC1=C(C=C2C(=C1)N=CN=C2NC3=CC(=C(C=C3)F)Cl)OCCCN4CCOCC4. Cell line: NCI-H522. Synergy scores: CSS=44.7, Synergy_ZIP=4.88, Synergy_Bliss=6.54, Synergy_Loewe=4.94, Synergy_HSA=8.69. (2) Drug 1: CN1C(=O)N2C=NC(=C2N=N1)C(=O)N. Drug 2: CC1=C2C(C(=O)C3(C(CC4C(C3C(C(C2(C)C)(CC1OC(=O)C(C(C5=CC=CC=C5)NC(=O)OC(C)(C)C)O)O)OC(=O)C6=CC=CC=C6)(CO4)OC(=O)C)O)C)O. Cell line: 786-0. Synergy scores: CSS=-3.11, Synergy_ZIP=0.790, Synergy_Bliss=-1.43, Synergy_Loewe=-4.25, Synergy_HSA=-3.52.